The task is: Predict the product of the given reaction.. This data is from Forward reaction prediction with 1.9M reactions from USPTO patents (1976-2016). (1) Given the reactants [F:1][C:2]1[CH:7]=[C:6]([F:8])[CH:5]=[CH:4][C:3]=1[C:9]1[C:17]2[C:12](=[CH:13][C:14]([O:18][CH2:19][CH2:20][N:21]3[CH2:26][CH2:25][S:24](=[O:28])(=[O:27])[CH2:23][CH2:22]3)=[CH:15][CH:16]=2)[C:11](=[O:29])[C:10]=1C1C=CC(C)=CC=1.O1CCN(CCOC2C=C3C(C(C4C=CC=CC=4)=C(Br)C3=O)=CC=2)CC1.[F:63][C:64]1[CH:65]=[C:66](B(O)O)[CH:67]=[CH:68][C:69]=1[O:70][CH3:71], predict the reaction product. The product is: [F:63][C:64]1[CH:65]=[C:66]([C:10]2[C:11](=[O:29])[C:12]3[C:17]([C:9]=2[C:3]2[CH:4]=[CH:5][C:6]([F:8])=[CH:7][C:2]=2[F:1])=[CH:16][CH:15]=[C:14]([O:18][CH2:19][CH2:20][N:21]2[CH2:26][CH2:25][S:24](=[O:28])(=[O:27])[CH2:23][CH2:22]2)[CH:13]=3)[CH:67]=[CH:68][C:69]=1[O:70][CH3:71]. (2) The product is: [C:1]([O:5][C:6]([NH:8][CH2:9][C:10]([NH:12][CH2:13][CH2:14][C:15]([OH:17])=[O:16])=[O:11])=[O:7])([CH3:4])([CH3:2])[CH3:3]. Given the reactants [C:1]([O:5][C:6]([NH:8][CH2:9][C:10]([NH:12][CH2:13][CH2:14][C:15]([O:17]CC)=[O:16])=[O:11])=[O:7])([CH3:4])([CH3:3])[CH3:2].[OH-].[Na+], predict the reaction product. (3) Given the reactants [CH2:1]([O:8][C:9]1[CH:14]=[CH:13][C:12]([C:15]2[N:19]([C:20]3[CH:25]=[CH:24][C:23]([O:26][CH3:27])=[CH:22][CH:21]=3)[N:18]=[C:17]([OH:28])[CH:16]=2)=[CH:11][CH:10]=1)[C:2]1[CH:7]=[CH:6][CH:5]=[CH:4][CH:3]=1.I[CH:30]([CH3:32])[CH3:31].C(=O)([O-])[O-].[K+].[K+], predict the reaction product. The product is: [CH2:1]([O:8][C:9]1[CH:10]=[CH:11][C:12]([C:15]2[N:19]([C:20]3[CH:25]=[CH:24][C:23]([O:26][CH3:27])=[CH:22][CH:21]=3)[N:18]=[C:17]([O:28][CH:30]([CH3:32])[CH3:31])[CH:16]=2)=[CH:13][CH:14]=1)[C:2]1[CH:7]=[CH:6][CH:5]=[CH:4][CH:3]=1. (4) Given the reactants [CH2:1]([Br:11])/[CH:2]=[C:3](/[CH2:5][CH2:6][CH:7]=[C:8]([CH3:10])[CH3:9])\[CH3:4].[C:12]1([P:18]([C:25]2[CH:30]=[CH:29][CH:28]=[CH:27][CH:26]=2)[C:19]2[CH:24]=[CH:23][CH:22]=[CH:21][CH:20]=2)[CH:17]=[CH:16][CH:15]=[CH:14][CH:13]=1, predict the reaction product. The product is: [PH4+:18].[Br-:11].[CH3:4][C:3]([CH2:5][CH2:6][CH:7]=[C:8]([CH3:10])[CH3:9])=[CH:2][CH2:1][P+:18]([C:19]1[CH:20]=[CH:21][CH:22]=[CH:23][CH:24]=1)([C:25]1[CH:30]=[CH:29][CH:28]=[CH:27][CH:26]=1)[C:12]1[CH:13]=[CH:14][CH:15]=[CH:16][CH:17]=1. (5) Given the reactants [P:1]([O:8]CC)([O:5][CH2:6][CH3:7])[O:2][CH2:3][CH3:4].[CH:11]1[CH:16]=[C:15]2[C:17](Br)=[C:18](Br)[S:19][C:14]2=[CH:13][CH:12]=1, predict the reaction product. The product is: [CH2:3]([O:2][P:1]([C:18]1[S:19][C:14]2[CH:13]=[CH:12][CH:11]=[CH:16][C:15]=2[C:17]=1[P:1]([O:2][CH2:3][CH3:4])([O:5][CH2:6][CH3:7])=[O:8])([O:5][CH2:6][CH3:7])=[O:8])[CH3:4]. (6) Given the reactants CC1(C)C(C)(C)OB([C:9]2[S:10][C:11]([S:14]([CH3:17])(=[O:16])=[O:15])=[CH:12][CH:13]=2)O1.Br[C:20]1[N:25]=[C:24]([NH:26][C:27]2[CH:31]=[C:30]([CH:32]3[CH2:34][CH2:33]3)[NH:29][N:28]=2)[C:23]([C:35]#[C:36][Si](C)(C)C)=[CH:22][N:21]=1.C([O-])([O-])=O.[K+].[K+].O1CCOCC1, predict the reaction product. The product is: [CH:32]1([C:30]2[NH:29][N:28]=[C:27]([NH:26][C:24]3[C:23]([C:35]#[CH:36])=[CH:22][N:21]=[C:20]([C:9]4[S:10][C:11]([S:14]([CH3:17])(=[O:15])=[O:16])=[CH:12][CH:13]=4)[N:25]=3)[CH:31]=2)[CH2:34][CH2:33]1. (7) Given the reactants [CH3:1][N:2]([C:6]1[C:11]([C:12]2[CH:13]=[CH:14][C:15]3[C:16]4[N:30](C5CCCCO5)[N:29]=[CH:28][C:17]=4[C:18](=[O:27])[N:19]([CH2:22][C:23]([F:26])([F:25])[F:24])[C:20]=3[CH:21]=2)=[CH:10][CH:9]=[CH:8][N:7]=1)[C:3](=[O:5])[CH3:4].CN(C1C(C2C=CC3C4NN(C5CCCCO5)CC=4C(=O)N(CC(F)(F)F)C=3C=2)=CC=CN=1)C(=O)C.[ClH:73], predict the reaction product. The product is: [ClH:73].[CH3:1][N:2]([C:6]1[C:11]([C:12]2[CH:13]=[CH:14][C:15]3[C:16]4[NH:30][N:29]=[CH:28][C:17]=4[C:18](=[O:27])[N:19]([CH2:22][C:23]([F:26])([F:25])[F:24])[C:20]=3[CH:21]=2)=[CH:10][CH:9]=[CH:8][N:7]=1)[C:3](=[O:5])[CH3:4].